This data is from Drug-target binding data from BindingDB using IC50 measurements. The task is: Regression. Given a target protein amino acid sequence and a drug SMILES string, predict the binding affinity score between them. We predict pIC50 (pIC50 = -log10(IC50 in M); higher means more potent). Dataset: bindingdb_ic50. (1) The compound is CC(C)CN(CCNCCN(CC(C)C)S(=O)(=O)c1ccccc1)S(=O)(=O)c1ccccc1. The target protein sequence is TQHGIRLPLRSGLGGAPLGLRLPRETDEEPEEPGRRGSFVEMVDNLRGKSGQGYYVEMTVGSPPQTLNILVDTGSSNFAVGAAPHPFLHRYYQRQLSSTYRDLRKGVYVPYTQGKWEGELGTDLVSIPHGPNVTVRANIAAITESDKFFINGSNWEGILGLAYAEIARPDDSLEPFFDSLVKQTHVPNLFSLQLCGAGFPLNQSEVLASVGGSMIIGGIDHSLYTGSLWYTPIRREWYYEVIIVRVEINGQDLKMDCKEYNYDKSIVDSGTTNLRLPKKVFEAAVKSIKAASSTEKFPDGFWLGEQLVCWQAGTTPWNIFPVISLYLMGEVTNQSFRITILPQQYLRPVEDVATSQDDCYKFAISQSSTGTVMGAVIMEGFYVVFDRARKRIGFAVSACHVHDEFRTAAVEGPFVTLDMEDCGYNIPQTDESTLMT. The pIC50 is 3.6. (2) The drug is COc1ccc(Sc2cccc(CN(C)c3cc(C(=O)O)nc4cc(Cl)cc(Cl)c34)c2)cc1. The target protein (Q99952) has sequence MSRSLDSARSFLERLEARGGREGAVLAGEFSDIQACSAAWKADGVCSTVAGSRPENVRKNRYKDVLPYDQTRVILSLLQEEGHSDYINGNFIRGVDGSLAYIATQGPLPHTLLDFWRLVWEFGVKVILMACREIENGRKRCERYWAQEQEPLQTGLFCITLIKEKWLNEDIMLRTLKVTFQKESRSVYQLQYMSWPDRGVPSSPDHMLAMVEEARRLQGSGPEPLCVHCSAGCGRTGVLCTVDYVRQLLLTQMIPPDFSLFDVVLKMRKQRPAAVQTEEQYRFLYHTVAQMFCSTLQNASPHYQNIKENCAPLYDDALFLRTPQALLAIPRPPGGVLRSISVPGSPGHAMADTYAVVQKRGAPAGAGSGTQTGTGTGTGARSAEEAPLYSKVTPRAQRPGAHAEDARGTLPGRVPADQSPAGSGAYEDVAGGAQTGGLGFNLRIGRPKGPRDPPAEWTRV. The pIC50 is 4.0. (3) The drug is FC(F)(F)c1ccc(Nc2ncnc3[nH]ncc23)cc1. The target protein sequence is KGKNIQVVVRCRPFNLAERKASAHSIVECDPVRKEVSVRTGGLADKSSRKTYTFDMVFGASTKQIDVYRSVVCPILDEVIMGYNCTIFAYGQTGTGKTFTMEGERSPNEEYTWEEDPLAGIIPRTLHQIFEKLTDNGTEFSVKVSLLEIYNEELFDLLNPSSDVSERLQMFDDPRNKRGVIIKGLEEITVHNKDEVYQILEKGAAKRTTAATLMNAYSSRSHSVFSVTIHMKETTIDGEELVKIGKLNLVDLAGSENIGRSGAVDKRAREAGNINQSLLTLGRVITALVERTPHVPYRESKLTRILQDSLGGRTRTSIIATISPASLNLEETLSTLEYAHRAKNILNKPEVNQK. The pIC50 is 4.1.